Dataset: Catalyst prediction with 721,799 reactions and 888 catalyst types from USPTO. Task: Predict which catalyst facilitates the given reaction. (1) Reactant: [F:1][C:2]1[CH:3]=[C:4]([NH2:10])[C:5]([NH2:9])=[CH:6][C:7]=1[F:8].C(N(CC)CC)C.[S:18](Cl)(Cl)=O. The catalyst class is: 2. Product: [F:1][C:2]1[C:7]([F:8])=[CH:6][C:5]2=[N:9][S:18][N:10]=[C:4]2[CH:3]=1. (2) Reactant: Cl.Cl.[Cl:3][C:4]1[CH:9]=[C:8]([N:10]2[CH2:15][C@@H:14]3[CH2:16][C@H:11]2[CH2:12][NH:13]3)[CH:7]=[CH:6][C:5]=1[C:17]1[N:22]2[N:23]=[C:24]([C:35]3[CH:40]=[CH:39][N:38]=[CH:37][CH:36]=3)[C:25]([C:26]3[CH:34]=[CH:33][CH:32]=[C:31]4[C:27]=3[CH:28]=[N:29][NH:30]4)=[C:21]2[N:20]=[CH:19][CH:18]=1. Product: [Cl:3][C:4]1[CH:9]=[C:8]([N:10]2[CH2:15][C@@H:14]3[CH2:16][C@H:11]2[CH2:12][NH:13]3)[CH:7]=[CH:6][C:5]=1[C:17]1[N:22]2[N:23]=[C:24]([C:35]3[CH:36]=[CH:37][N:38]=[CH:39][CH:40]=3)[C:25]([C:26]3[CH:34]=[CH:33][CH:32]=[C:31]4[C:27]=3[CH:28]=[N:29][NH:30]4)=[C:21]2[N:20]=[CH:19][CH:18]=1. The catalyst class is: 389. (3) Reactant: C[O:2][C:3]([C:5]1[CH:17]=[CH:16][C:8]2[N:9]([CH2:12][CH2:13][C:14]#[N:15])[CH:10]=[N:11][C:7]=2[CH:6]=1)=[O:4].[Li+].[OH-].CO. Product: [C:14]([CH2:13][CH2:12][N:9]1[C:8]2[CH:16]=[CH:17][C:5]([C:3]([OH:4])=[O:2])=[CH:6][C:7]=2[N:11]=[CH:10]1)#[N:15]. The catalyst class is: 20.